Dataset: Full USPTO retrosynthesis dataset with 1.9M reactions from patents (1976-2016). Task: Predict the reactants needed to synthesize the given product. (1) The reactants are: [N+:1]([C:4]1[CH:5]=[C:6]2[C:10](=[CH:11][CH:12]=1)[NH:9][N:8]=[CH:7]2)([O-:3])=[O:2].[N+:13]([O-])([OH:15])=[O:14].CC(OC(C)=O)=O. Given the product [N+:13]([N:8]1[CH:7]=[C:6]2[C:10]([CH:11]=[CH:12][C:4]([N+:1]([O-:3])=[O:2])=[CH:5]2)=[N:9]1)([O-:15])=[O:14], predict the reactants needed to synthesize it. (2) Given the product [C:1]([O:5][C:6]([N:8]1[CH2:13][CH2:12][C:11](=[C:14]([C:15]2[CH:20]=[CH:19][CH:18]=[CH:17][CH:16]=2)[C:43]2[CH:47]=[C:35]([CH2:36][CH2:37][C:33]([OH:34])=[O:64])[NH:45][N:44]=2)[CH2:10][CH2:9]1)=[O:7])([CH3:4])([CH3:3])[CH3:2], predict the reactants needed to synthesize it. The reactants are: [C:1]([O:5][C:6]([N:8]1[CH2:13][CH2:12][C:11](=[C:14](I)[C:15]2[CH:20]=[CH:19][CH:18]=[CH:17][CH:16]=2)[CH2:10][CH2:9]1)=[O:7])([CH3:4])([CH3:3])[CH3:2].[O:34]1[CH:35]=[CH:36][CH:37]=[C:33]1P([C:33]1[O:34][CH:35]=[CH:36][CH:37]=1)[C:33]1[O:34][CH:35]=[CH:36][CH:37]=1.C([Sn](CCCC)(CCCC)[C:43]1[CH:47]=C(C(OCC)=O)[NH:45][N:44]=1)CCC.C1C[O:64]CC1. (3) Given the product [CH:1]1([CH2:4][N:5]2[C:10](=[O:11])[C:9]([CH2:12][N:27]3[CH2:31][CH2:30][CH2:29][CH2:28]3)=[CH:8][C:7]([C:18]3[CH:23]=[CH:22][C:21]([O:24][CH3:25])=[C:20]([F:26])[CH:19]=3)=[N:6]2)[CH2:2][CH2:3]1, predict the reactants needed to synthesize it. The reactants are: [CH:1]1([CH2:4][N:5]2[C:10](=[O:11])[C:9]([CH2:12]OS(C)(=O)=O)=[CH:8][C:7]([C:18]3[CH:23]=[CH:22][C:21]([O:24][CH3:25])=[C:20]([F:26])[CH:19]=3)=[N:6]2)[CH2:3][CH2:2]1.[NH:27]1[CH2:31][CH2:30][CH2:29][CH2:28]1. (4) Given the product [F:16][C:17]([F:25])([F:24])[C:18]([C:19]1[C:7]([C:9]2[CH:14]=[CH:13][C:12]([F:15])=[CH:11][CH:10]=2)=[C:6]2[CH:5]=[CH:4][S:3][C:2]2=[N:1][C:20]=1[CH3:21])=[O:23], predict the reactants needed to synthesize it. The reactants are: [NH2:1][C:2]1[S:3][CH:4]=[CH:5][C:6]=1[C:7]([C:9]1[CH:14]=[CH:13][C:12]([F:15])=[CH:11][CH:10]=1)=O.[F:16][C:17]([F:25])([F:24])[C:18](=[O:23])[CH2:19][C:20](=O)[CH3:21]. (5) Given the product [CH:1]1([C:5]2[C:26]([C:27]3[NH:31][C:30]([CH2:32][O:35][CH3:34])=[N:29][N:28]=3)=[CH:25][C:8]([C:9]([N:11]3[CH2:12][CH2:13][CH:14]([C:17]4[CH:24]=[CH:23][C:20]([C:21]#[N:22])=[CH:19][CH:18]=4)[CH2:15][CH2:16]3)=[O:10])=[C:7]([CH3:33])[CH:6]=2)[CH2:4][CH2:3][CH2:2]1, predict the reactants needed to synthesize it. The reactants are: [CH:1]1([C:5]2[C:26]([C:27]3[NH:31][C:30]([CH3:32])=[N:29][N:28]=3)=[CH:25][C:8]([C:9]([N:11]3[CH2:16][CH2:15][CH:14]([C:17]4[CH:24]=[CH:23][C:20]([C:21]#[N:22])=[CH:19][CH:18]=4)[CH2:13][CH2:12]3)=[O:10])=[C:7]([CH3:33])[CH:6]=2)[CH2:4][CH2:3][CH2:2]1.[CH3:34][O:35]CC(NN)=O. (6) Given the product [CH2:3]([N:7]1[C:11]2[CH2:12][O:13][CH2:14][C:15]([OH:16])([CH3:1])[C:10]=2[S:9]/[C:8]/1=[N:17]\[C:18](=[O:28])[C:19]1[CH:24]=[C:23]([Cl:25])[CH:22]=[CH:21][C:20]=1[O:26][CH3:27])[CH2:4][CH2:5][CH3:6], predict the reactants needed to synthesize it. The reactants are: [CH3:1][Li].[CH2:3]([N:7]1[C:11]2[CH2:12][O:13][CH2:14][C:15](=[O:16])[C:10]=2[S:9]/[C:8]/1=[N:17]\[C:18](=[O:28])[C:19]1[CH:24]=[C:23]([Cl:25])[CH:22]=[CH:21][C:20]=1[O:26][CH3:27])[CH2:4][CH2:5][CH3:6].